This data is from Catalyst prediction with 721,799 reactions and 888 catalyst types from USPTO. The task is: Predict which catalyst facilitates the given reaction. Reactant: C(OC([NH:8][O:9][C:10]([O:12][CH:13]1[CH2:18][CH2:17][O:16][CH2:15][CH2:14]1)=[O:11])=O)(C)(C)C.C(N(CC)CC)C.[CH3:26][S:27]([C:30]1[CH:35]=[CH:34][CH:33]=[CH:32][C:31]=1[S:36](Cl)(=[O:38])=[O:37])(=[O:29])=[O:28]. Product: [C:10](=[O:11])([O:12][CH:13]1[CH2:14][CH2:15][O:16][CH2:17][CH2:18]1)[O:9][NH:8][S:36]([C:31]1[CH:32]=[CH:33][CH:34]=[CH:35][C:30]=1[S:27]([CH3:26])(=[O:29])=[O:28])(=[O:38])=[O:37]. The catalyst class is: 64.